From a dataset of Reaction yield outcomes from USPTO patents with 853,638 reactions. Predict the reaction yield, written as a fraction of the theoretical maximum amount of product (1.0 means a 100% yield; for example, 0.34 means a 34% yield). (1) The yield is 0.280. The product is [CH3:37][N:38]([CH3:39])[CH2:30][CH2:29][CH2:28][N:12]([S:9]([C:5]1[CH:6]=[CH:7][CH:8]=[C:3]([O:2][CH3:1])[CH:4]=1)(=[O:11])=[O:10])[C@@H:13]([C:18]([O:20][CH2:21][C:22]1[CH:27]=[CH:26][CH:25]=[CH:24][CH:23]=1)=[O:19])[C:14]([CH3:17])([CH3:16])[CH3:15]. The catalyst is C(Cl)Cl.CNC.C1COCC1. The reactants are [CH3:1][O:2][C:3]1[CH:4]=[C:5]([S:9]([N:12]([CH2:28][CH2:29][CH2:30]OS(C)(=O)=O)[C@@H:13]([C:18]([O:20][CH2:21][C:22]2[CH:27]=[CH:26][CH:25]=[CH:24][CH:23]=2)=[O:19])[C:14]([CH3:17])([CH3:16])[CH3:15])(=[O:11])=[O:10])[CH:6]=[CH:7][CH:8]=1.C[CH2:37][N:38](C(C)C)[CH:39](C)C. (2) The reactants are [CH3:1][C:2]1[C:7]2[NH:8][C:9](=[O:12])[CH2:10][O:11][C:6]=2[CH:5]=[CH:4][CH:3]=1.C([O-])([O-])=O.[Cs+].[Cs+].[Cl:19][CH2:20][CH2:21][CH2:22]I. The catalyst is CCCCCCC.CCOC(C)=O. The product is [Cl:19][CH2:20][CH2:21][CH2:22][N:8]1[C:7]2[C:2]([CH3:1])=[CH:3][CH:4]=[CH:5][C:6]=2[O:11][CH2:10][C:9]1=[O:12]. The yield is 0.480.